From a dataset of Full USPTO retrosynthesis dataset with 1.9M reactions from patents (1976-2016). Predict the reactants needed to synthesize the given product. Given the product [CH3:1][C:2]1[N:6]([C:17]2[N:22]=[CH:21][CH:20]=[CH:19][N:18]=2)[N:5]=[C:4]([N+:7]([O-:9])=[O:8])[CH:3]=1, predict the reactants needed to synthesize it. The reactants are: [CH3:1][C:2]1[NH:6][N:5]=[C:4]([N+:7]([O-:9])=[O:8])[CH:3]=1.C(=O)([O-])[O-].[K+].[K+].Cl[C:17]1[N:22]=[CH:21][CH:20]=[CH:19][N:18]=1.